Predict hERG channel inhibition at various concentrations. From a dataset of hERG Central: cardiac toxicity at 1µM, 10µM, and general inhibition. (1) The drug is Cc1ccccc1N1CCN(C2CCCN(C(=O)c3noc4c3CCCC4)C2)CC1. Results: hERG_inhib (hERG inhibition (general)): blocker. (2) The molecule is O=C(CN(Cc1ccccc1F)C(=O)c1ccco1)NCc1ccc(F)cc1. Results: hERG_inhib (hERG inhibition (general)): blocker. (3) The compound is Cc1ccc(-c2cccc(CN3CCN(C4CCN(C(C)C)CC4)C(CCO)C3)c2)o1. Results: hERG_inhib (hERG inhibition (general)): blocker. (4) The molecule is Cc1ccc(S(=O)(=O)N2CCN(Cc3nc4ccccc4n3C)CC2)cc1. Results: hERG_inhib (hERG inhibition (general)): blocker. (5) The molecule is CCOc1ccc(CN2CCN(Cc3c[nH]c4ccccc34)CC2)cc1.O=C(O)C(=O)O. Results: hERG_inhib (hERG inhibition (general)): blocker. (6) The molecule is c1coc(CNc2c3c(nc4ccccc24)CCC3)c1. Results: hERG_inhib (hERG inhibition (general)): blocker.